From a dataset of CYP3A4 inhibition data for predicting drug metabolism from PubChem BioAssay. Regression/Classification. Given a drug SMILES string, predict its absorption, distribution, metabolism, or excretion properties. Task type varies by dataset: regression for continuous measurements (e.g., permeability, clearance, half-life) or binary classification for categorical outcomes (e.g., BBB penetration, CYP inhibition). Dataset: cyp3a4_veith. (1) The compound is O=C(O)Cc1ccc2ocnc2c1. The result is 0 (non-inhibitor). (2) The compound is O=[N+]([O-])c1ccc(/C=N/Nc2cc(Cl)nc(-c3ccccc3)n2)cc1. The result is 0 (non-inhibitor). (3) The drug is CCOC(=O)c1cncn1[C@H](C)c1ccccc1. The result is 1 (inhibitor). (4) The compound is CCCNC(=O)N1CCC(C(=O)c2ccc(F)cc2)CC1. The result is 0 (non-inhibitor). (5) The molecule is Cc1ccc(NC(=O)CN2C(=O)N/C(=C/c3ccc(C)o3)C2=O)cc1. The result is 0 (non-inhibitor).